Dataset: Forward reaction prediction with 1.9M reactions from USPTO patents (1976-2016). Task: Predict the product of the given reaction. (1) Given the reactants C[O:2][C:3](=[O:41])[C@@H:4]([NH:19][C:20]([C:22]1[C:23]([CH3:40])=[N:24][C:25]([NH:29][CH2:30][CH2:31][CH2:32][C:33]2[CH:38]=[CH:37][CH:36]=[C:35]([OH:39])[CH:34]=2)=[N:26][C:27]=1[CH3:28])=[O:21])[CH2:5][NH:6][C:7]([C:9]12[CH2:18][CH:13]3[CH2:14][CH:15]([CH2:17][CH:11]([CH2:12]3)[CH2:10]1)[CH2:16]2)=[O:8].O.[OH-].[Li+].S([O-])(O)(=O)=O.[K+], predict the reaction product. The product is: [C:9]12([C:7]([NH:6][CH2:5][C@H:4]([NH:19][C:20]([C:22]3[C:23]([CH3:40])=[N:24][C:25]([NH:29][CH2:30][CH2:31][CH2:32][C:33]4[CH:38]=[CH:37][CH:36]=[C:35]([OH:39])[CH:34]=4)=[N:26][C:27]=3[CH3:28])=[O:21])[C:3]([OH:41])=[O:2])=[O:8])[CH2:10][CH:11]3[CH2:12][CH:13]([CH2:14][CH:15]([CH2:17]3)[CH2:16]1)[CH2:18]2. (2) Given the reactants [NH2:1][C:2]1[CH:10]=[C:9]([C:11]([OH:13])=[O:12])[CH:8]=[CH:7][C:3]=1[C:4]([OH:6])=[O:5].I[C:15]1[CH:20]=[CH:19][C:18]([CH3:21])=[CH:17][CH:16]=1.CN1CCOCC1.Cl, predict the reaction product. The product is: [C:18]1([CH3:21])[CH:19]=[CH:20][C:15]([NH:1][C:2]2[CH:10]=[C:9]([C:11]([OH:13])=[O:12])[CH:8]=[CH:7][C:3]=2[C:4]([OH:6])=[O:5])=[CH:16][CH:17]=1. (3) Given the reactants [NH2:1][C:2]1[N:7]=[C:6]([S:8][CH3:9])[N:5]=[C:4]([OH:10])[CH:3]=1.[C:11]([O-])(=O)[CH3:12].[Na+].ClCC=O.O, predict the reaction product. The product is: [CH3:9][S:8][C:6]1[N:5]=[C:4]([OH:10])[C:3]2[CH:12]=[CH:11][NH:1][C:2]=2[N:7]=1.